This data is from Forward reaction prediction with 1.9M reactions from USPTO patents (1976-2016). The task is: Predict the product of the given reaction. (1) Given the reactants [C:1]([C:5]1[CH:9]=[C:8]([NH2:10])[N:7]([C:11]2[CH:16]=[CH:15][C:14]([CH3:17])=[CH:13][CH:12]=2)[N:6]=1)([CH3:4])([CH3:3])[CH3:2].C([O-])([O-])=O.[K+].[K+].Cl[C:25]([O:27][C:28]1[CH:33]=[CH:32][CH:31]=[CH:30][CH:29]=1)=[O:26], predict the reaction product. The product is: [C:1]([C:5]1[CH:9]=[C:8]([NH:10][C:25](=[O:26])[O:27][C:28]2[CH:33]=[CH:32][CH:31]=[CH:30][CH:29]=2)[N:7]([C:11]2[CH:12]=[CH:13][C:14]([CH3:17])=[CH:15][CH:16]=2)[N:6]=1)([CH3:4])([CH3:3])[CH3:2]. (2) Given the reactants Cl.Cl[C:3]1[N:8]2[N:9]=[C:10]([CH:12]3[CH2:17][CH2:16][N:15]([CH3:18])[CH2:14][CH2:13]3)[N:11]=[C:7]2[CH:6]=[C:5]([C:19]2[CH:24]=[CH:23][C:22]([Cl:25])=[CH:21][C:20]=2[Cl:26])[N:4]=1.Cl.Cl.[NH2:29][C:30]1[C:35]([C:36]#[N:37])=[CH:34][CH:33]=[C:32]([NH:38][CH2:39][CH2:40][NH2:41])[N:31]=1.C(N(CC)C(C)C)(C)C, predict the reaction product. The product is: [NH2:29][C:30]1[C:35]([C:36]#[N:37])=[CH:34][CH:33]=[C:32]([NH:38][CH2:39][CH2:40][NH:41][C:3]2[N:8]3[N:9]=[C:10]([CH:12]4[CH2:13][CH2:14][N:15]([CH3:18])[CH2:16][CH2:17]4)[N:11]=[C:7]3[CH:6]=[C:5]([C:19]3[CH:24]=[CH:23][C:22]([Cl:25])=[CH:21][C:20]=3[Cl:26])[N:4]=2)[N:31]=1. (3) Given the reactants [CH:1]1([CH2:4][NH:5][C:6](=[O:17])[NH:7][C:8]2[CH:16]=[CH:15][C:11]([C:12]([OH:14])=O)=[CH:10][CH:9]=2)[CH2:3][CH2:2]1.[CH3:18][NH:19][CH:20]1[CH2:25][CH2:24][N:23]([C:26]([O:28][C:29]([CH3:32])([CH3:31])[CH3:30])=[O:27])[CH2:22][CH2:21]1.C(N(CC)CC)C, predict the reaction product. The product is: [CH:1]1([CH2:4][NH:5][C:6](=[O:17])[NH:7][C:8]2[CH:9]=[CH:10][C:11]([C:12]([N:19]([CH:20]3[CH2:25][CH2:24][N:23]([C:26]([O:28][C:29]([CH3:32])([CH3:31])[CH3:30])=[O:27])[CH2:22][CH2:21]3)[CH3:18])=[O:14])=[CH:15][CH:16]=2)[CH2:2][CH2:3]1.